This data is from Full USPTO retrosynthesis dataset with 1.9M reactions from patents (1976-2016). The task is: Predict the reactants needed to synthesize the given product. The reactants are: CCN(C(C)C)C(C)C.[CH:10]1[C:18]2[C:17]3[CH:19]=[CH:20][CH:21]=[CH:22][C:16]=3[O:15][C:14]=2[CH:13]=[CH:12][C:11]=1[C:23]([OH:25])=O.C1C=CC2N(O)N=NC=2C=1.CCN=C=NCCCN(C)C.FC(F)(F)C(O)=O.[NH2:54][CH2:55][C:56]([N:58]1[CH2:63][CH2:62][N:61]([C:64](=[O:75])[C:65]2[CH:70]=[CH:69][CH:68]=[CH:67][C:66]=2[C:71]([F:74])([F:73])[F:72])[CH2:60][CH2:59]1)=[O:57]. Given the product [O:57]=[C:56]([N:58]1[CH2:59][CH2:60][N:61]([C:64](=[O:75])[C:65]2[CH:70]=[CH:69][CH:68]=[CH:67][C:66]=2[C:71]([F:74])([F:73])[F:72])[CH2:62][CH2:63]1)[CH2:55][NH:54][C:23]([C:11]1[CH:12]=[CH:13][C:14]2[O:15][C:16]3[CH:22]=[CH:21][CH:20]=[CH:19][C:17]=3[C:18]=2[CH:10]=1)=[O:25], predict the reactants needed to synthesize it.